This data is from Catalyst prediction with 721,799 reactions and 888 catalyst types from USPTO. The task is: Predict which catalyst facilitates the given reaction. (1) Reactant: [CH3:1][C:2]1[C:6]([C:7]2[CH:16]=[C:15]3[C:10]([C:11]([NH:18][CH2:19][C:20]4[CH:25]=[CH:24][CH:23]=[CH:22][N:21]=4)=[C:12]([NH2:17])[CH:13]=[N:14]3)=[CH:9][C:8]=2[O:26][CH3:27])=[C:5]([CH3:28])[O:4][N:3]=1.[CH3:29][O:30][CH2:31][CH2:32][N:33]=[C:34]=S.C(Cl)CCl. Product: [CH3:1][C:2]1[C:6]([C:7]2[C:8]([O:26][CH3:27])=[CH:9][C:10]3[C:11]4[N:18]([CH2:19][C:20]5[CH:25]=[CH:24][CH:23]=[CH:22][N:21]=5)[C:34]([NH:33][CH2:32][CH2:31][O:30][CH3:29])=[N:17][C:12]=4[CH:13]=[N:14][C:15]=3[CH:16]=2)=[C:5]([CH3:28])[O:4][N:3]=1. The catalyst class is: 8. (2) Reactant: [CH:1]([NH:4][C:5]1[CH:10]=[CH:9][C:8]([NH2:11])=[CH:7][N:6]=1)([CH3:3])[CH3:2].C(N(CC)CC)C.[Cl:19][C:20]1[C:25]([C:26](Cl)=[O:27])=[C:24]([F:29])[C:23]([NH:30][S:31]([CH2:34][CH2:35][CH3:36])(=[O:33])=[O:32])=[CH:22][CH:21]=1. Product: [Cl:19][C:20]1[C:25]([C:26]([NH:11][C:8]2[CH:7]=[N:6][C:5]([NH:4][CH:1]([CH3:3])[CH3:2])=[CH:10][CH:9]=2)=[O:27])=[C:24]([F:29])[C:23]([NH:30][S:31]([CH2:34][CH2:35][CH3:36])(=[O:33])=[O:32])=[CH:22][CH:21]=1. The catalyst class is: 54. (3) Reactant: [Br:1][C:2]1[C:3]([O:9][CH2:10][CH:11]2[CH2:13][CH2:12]2)=[N:4][CH:5]=[C:6](I)[CH:7]=1.C([Mg]Cl)(C)C.B(OC)(OC)[O:20]C. Product: [Br:1][C:2]1[CH:7]=[C:6]([OH:20])[CH:5]=[N:4][C:3]=1[O:9][CH2:10][CH:11]1[CH2:13][CH2:12]1. The catalyst class is: 1. (4) The catalyst class is: 9. Product: [F:14][C:2]([F:1])([F:13])[CH:3]([C:5]1[CH:10]=[CH:9][N:8]=[C:7]([C:11]#[N:12])[CH:6]=1)[O:4][CH3:15]. Reactant: [F:1][C:2]([F:14])([F:13])[CH:3]([C:5]1[CH:10]=[CH:9][N:8]=[C:7]([C:11]#[N:12])[CH:6]=1)[OH:4].[C:15](=O)([O-])[O-].[K+].[K+].CI.[Cl-].[NH4+]. (5) The catalyst class is: 22. Product: [Cl:29][C:24]1[CH:23]=[C:22]([CH:27]=[CH:26][C:25]=1[Cl:28])[CH2:21][N:18]1[CH2:19][CH2:20][NH:15][CH2:16][CH2:17]1. Reactant: FC(F)(F)C(O)=O.C(OC([N:15]1[CH2:20][CH2:19][N:18]([CH2:21][C:22]2[CH:27]=[CH:26][C:25]([Cl:28])=[C:24]([Cl:29])[CH:23]=2)[CH2:17][CH2:16]1)=O)(C)(C)C.[OH-].[Na+]. (6) Reactant: [CH3:1][O:2][CH2:3][CH2:4][CH2:5][OH:6].C(N(CC)CC)C.[CH3:14][S:15](Cl)(=[O:17])=[O:16]. Product: [CH3:14][S:15]([O:6][CH2:5][CH2:4][CH2:3][O:2][CH3:1])(=[O:17])=[O:16]. The catalyst class is: 2. (7) Reactant: [O:1]=[S:2]1(=[O:51])[CH2:7][CH2:6][N:5]([CH2:8][CH2:9][NH:10][C@:11]23[CH2:46][CH2:45][C@@H:44]([C:47]([OH:50])([CH3:49])[CH3:48])[C@@H:12]2[C@@H:13]2[C@@:26]([CH3:29])([CH2:27][CH2:28]3)[C@@:25]3([CH3:30])[C@@H:16]([C@:17]4([CH3:43])[C@@H:22]([CH2:23][CH2:24]3)[C:21]([CH3:32])([CH3:31])[C:20]([C:33]3[CH:42]=[CH:41][C:36]([C:37]([O:39][CH3:40])=[O:38])=[CH:35][CH:34]=3)=[CH:19][CH2:18]4)[CH2:15][CH2:14]2)[CH2:4][CH2:3]1.[C:52](C1C=C(C)C=C(C(C)(C)C)N=1)(C)(C)C.FC(F)(F)S(OC)(=O)=O.C(O)(C(F)(F)F)=O. Product: [O:51]=[S:2]1(=[O:1])[CH2:7][CH2:6][N:5]([CH2:8][CH2:9][NH:10][C@:11]23[CH2:46][CH2:45][C@@H:44]([C:47]([O:50][CH3:52])([CH3:49])[CH3:48])[C@@H:12]2[C@@H:13]2[C@@:26]([CH3:29])([CH2:27][CH2:28]3)[C@@:25]3([CH3:30])[C@@H:16]([C@:17]4([CH3:43])[C@@H:22]([CH2:23][CH2:24]3)[C:21]([CH3:32])([CH3:31])[C:20]([C:33]3[CH:42]=[CH:41][C:36]([C:37]([O:39][CH3:40])=[O:38])=[CH:35][CH:34]=3)=[CH:19][CH2:18]4)[CH2:15][CH2:14]2)[CH2:4][CH2:3]1. The catalyst class is: 22.